From a dataset of Full USPTO retrosynthesis dataset with 1.9M reactions from patents (1976-2016). Predict the reactants needed to synthesize the given product. (1) Given the product [Si:29]([O:28][CH2:27][CH2:26][CH2:25][CH2:24][CH2:23][CH2:22][C:17]([CH3:19])([CH3:18])[C:16]([O:15][CH2:13][CH3:14])=[O:20])([C:32]([CH3:35])([CH3:34])[CH3:33])([CH3:31])[CH3:30], predict the reactants needed to synthesize it. The reactants are: C([Li])CCC.C(NC(C)C)(C)C.[CH2:13]([O:15][C:16](=[O:20])[CH:17]([CH3:19])[CH3:18])[CH3:14].Br[CH2:22][CH2:23][CH2:24][CH2:25][CH2:26][CH2:27][O:28][Si:29]([C:32]([CH3:35])([CH3:34])[CH3:33])([CH3:31])[CH3:30]. (2) Given the product [Cl:1][C:2]1[CH:19]=[C:18]([Cl:20])[CH:17]=[CH:16][C:3]=1[CH2:4][O:5][C:6]1[CH:15]=[CH:14][C:9]2[CH:10]([NH:13][CH2:22][C:23]([O:25][CH2:26][CH3:27])=[O:24])[CH2:11][O:12][C:8]=2[CH:7]=1, predict the reactants needed to synthesize it. The reactants are: [Cl:1][C:2]1[CH:19]=[C:18]([Cl:20])[CH:17]=[CH:16][C:3]=1[CH2:4][O:5][C:6]1[CH:15]=[CH:14][C:9]2[CH:10]([NH2:13])[CH2:11][O:12][C:8]=2[CH:7]=1.Br[CH2:22][C:23]([O:25][CH2:26][CH3:27])=[O:24]. (3) Given the product [CH2:1]([O:8][CH2:9][C@@H:10]([F:13])[CH2:11][O:12][Si:23]([C:19]([CH3:22])([CH3:21])[CH3:20])([CH3:26])[CH3:25])[C:2]1[CH:7]=[CH:6][CH:5]=[CH:4][CH:3]=1, predict the reactants needed to synthesize it. The reactants are: [CH2:1]([O:8][CH2:9][C@@H:10]([F:13])[CH2:11][OH:12])[C:2]1[CH:7]=[CH:6][CH:5]=[CH:4][CH:3]=1.N1C=CN=C1.[C:19]([Si:23]([CH3:26])([CH3:25])Cl)([CH3:22])([CH3:21])[CH3:20].O. (4) The reactants are: Cl[C:2]1[N:10]=[C:9]([CH3:11])[CH:8]=[CH:7][C:3]=1[C:4]([OH:6])=O.[CH3:12][S:13][C:14]1[CH:15]=[C:16]([CH:18]=[CH:19][CH:20]=1)[NH2:17]. Given the product [CH3:11][C:9]1[CH:8]=[CH:7][C:3]([CH:4]=[O:6])=[C:2]([NH:17][C:16]2[CH:18]=[CH:19][CH:20]=[C:14]([S:13][CH3:12])[CH:15]=2)[N:10]=1, predict the reactants needed to synthesize it. (5) Given the product [CH2:18]([O:20][C:21](=[O:32])[CH2:22][O:23][C:24]1[CH:29]=[CH:28][C:27]([S:30][CH2:16][C:4]2[CH:5]=[C:6]([O:8][Si:9]([C:12]([CH3:13])([CH3:14])[CH3:15])([CH3:10])[CH3:11])[CH:7]=[C:2]([Br:1])[CH:3]=2)=[CH:26][C:25]=1[CH3:31])[CH3:19], predict the reactants needed to synthesize it. The reactants are: [Br:1][C:2]1[CH:3]=[C:4]([CH2:16]O)[CH:5]=[C:6]([O:8][Si:9]([C:12]([CH3:15])([CH3:14])[CH3:13])([CH3:11])[CH3:10])[CH:7]=1.[CH2:18]([O:20][C:21](=[O:32])[CH2:22][O:23][C:24]1[CH:29]=[CH:28][C:27]([SH:30])=[CH:26][C:25]=1[CH3:31])[CH3:19].C(P(CCCC)CCCC)CCC.N(C(N1CCCCC1)=O)=NC(N1CCCCC1)=O.